From a dataset of Reaction yield outcomes from USPTO patents with 853,638 reactions. Predict the reaction yield, written as a fraction of the theoretical maximum amount of product (1.0 means a 100% yield; for example, 0.34 means a 34% yield). (1) The reactants are [C:1](=[NH:25])([O:3][CH2:4][CH2:5][C:6]1[CH:11]=[CH:10][C:9]([O:12][C:13]2[CH:18]=[CH:17][C:16]([Cl:19])=[C:15]([C:20]([F:23])([F:22])[F:21])[CH:14]=2)=[C:8]([F:24])[CH:7]=1)[NH2:2].[OH:26]/[CH:27]=[C:28](/[CH2:33][C:34]1[CH:35]=[N:36][CH:37]=[N:38][CH:39]=1)\[C:29](OC)=O.[C:40]([O-:43])([O-])=[O:41].[K+].[K+]. The catalyst is CN1C(=O)CCC1. The product is [F:21][C:20]([F:23])([F:22])[C:40]([OH:43])=[O:41].[Cl:19][C:16]1[CH:17]=[CH:18][C:13]([O:12][C:9]2[CH:10]=[CH:11][C:6]([CH2:5][CH2:4][O:3][C:1]3[NH:2][CH:29]=[C:28]([CH2:33][C:34]4[CH:39]=[N:38][CH:37]=[N:36][CH:35]=4)[C:27](=[O:26])[N:25]=3)=[CH:7][C:8]=2[F:24])=[CH:14][C:15]=1[C:20]([F:23])([F:21])[F:22]. The yield is 0.415. (2) The reactants are [NH2:1][C:2]1[C:11]([C:12]([NH:14][C:15]2[CH:20]=[CH:19][N:18]=[CH:17][C:16]=2[N:21]2[CH2:26][CH2:25][CH:24]([C:27]([O:29]C(C)(C)C)=[O:28])[CH2:23][CH2:22]2)=[O:13])=[C:5]2[N:6]=[CH:7][C:8]([F:10])=[CH:9][N:4]2[N:3]=1.C(O)(C(F)(F)F)=O. The catalyst is C(Cl)Cl. The product is [NH2:1][C:2]1[C:11]([C:12]([NH:14][C:15]2[CH:20]=[CH:19][N:18]=[CH:17][C:16]=2[N:21]2[CH2:22][CH2:23][CH:24]([C:27]([OH:29])=[O:28])[CH2:25][CH2:26]2)=[O:13])=[C:5]2[N:6]=[CH:7][C:8]([F:10])=[CH:9][N:4]2[N:3]=1. The yield is 0.980. (3) The reactants are [OH:1][CH2:2][CH2:3][CH2:4][O:5][C:6](=[O:9])[CH:7]=[CH2:8].[CH3:10][O:11][C:12](=[O:16])[C:13]([CH3:15])=[CH2:14].CC(N=NC(C#N)(C)C)(C#N)C. The catalyst is C1COCC1. The product is [OH:1][CH2:2][CH2:3][CH2:4][O:5][C:6](=[O:9])[CH:7]=[CH2:8].[CH3:10][O:11][C:12](=[O:16])[C:13]([CH3:15])=[CH2:14]. The yield is 0.820. (4) The reactants are [O:1]=[C:2]1[C:7]([CH2:8][C:9]2[CH:14]=[CH:13][C:12]([C:15]3[C:16]([C:21]#[N:22])=[CH:17][CH:18]=[CH:19][CH:20]=3)=[CH:11][CH:10]=2)=[C:6]([CH2:23][CH2:24][CH3:25])[N:5]2[N:26]=[CH:27][N:28]=[C:4]2[N:3]1[CH:29]1[CH2:34][CH2:33][C:32](=O)[CH2:31][CH2:30]1.[O:36]1[CH2:41][CH2:40][CH:39]([NH2:42])[CH2:38][CH2:37]1.C(O[BH-](OC(=O)C)OC(=O)C)(=O)C.[Na+].O. The catalyst is C(O)(=O)C.O1CCCC1. The product is [O:1]=[C:2]1[C:7]([CH2:8][C:9]2[CH:10]=[CH:11][C:12]([C:15]3[C:16]([C:21]#[N:22])=[CH:17][CH:18]=[CH:19][CH:20]=3)=[CH:13][CH:14]=2)=[C:6]([CH2:23][CH2:24][CH3:25])[N:5]2[N:26]=[CH:27][N:28]=[C:4]2[N:3]1[C@H:29]1[CH2:34][CH2:33][C@H:32]([NH:42][CH:39]2[CH2:40][CH2:41][O:36][CH2:37][CH2:38]2)[CH2:31][CH2:30]1. The yield is 0.320. (5) The reactants are [NH:1]1[CH2:6][CH2:5][CH2:4][CH2:3][CH2:2]1.[CH:7](=O)[C:8]1[CH:13]=[CH:12][CH:11]=[CH:10][CH:9]=1.C([Cl:18])(=O)C. No catalyst specified. The product is [Cl-:18].[CH:7](=[N+:1]1[CH2:6][CH2:5][CH2:4][CH2:3][CH2:2]1)[C:8]1[CH:13]=[CH:12][CH:11]=[CH:10][CH:9]=1. The yield is 0.560. (6) The reactants are [F:1][C:2]([F:13])([F:12])[O:3][C:4]1[CH:5]=[C:6]([CH:9]=[CH:10][CH:11]=1)[CH2:7][NH2:8].F[C:15]1[CH:23]=[N:22][CH:21]=[CH:20][C:16]=1[C:17]([OH:19])=[O:18]. No catalyst specified. The product is [F:1][C:2]([F:12])([F:13])[O:3][C:4]1[CH:5]=[C:6]([CH:9]=[CH:10][CH:11]=1)[CH2:7][NH:8][C:20]1[CH:21]=[N:22][CH:23]=[CH:15][C:16]=1[C:17]([OH:19])=[O:18]. The yield is 0.0400. (7) The reactants are [CH:1]([C:3]1[C:4]([O:14][CH2:15][C:16]2[CH:37]=[CH:36][C:19]([O:20][CH2:21][C:22]3[N:23]=[C:24]([C:28]4[CH:29]=[C:30]([CH:33]=[CH:34][CH:35]=4)[C:31]#[N:32])[O:25][C:26]=3[CH3:27])=[C:18]([O:38][CH3:39])[CH:17]=2)=[N:5][N:6]([C:8]2[CH:13]=[CH:12][CH:11]=[CH:10][CH:9]=2)[CH:7]=1)=O.[CH2:40](P(=O)(OCC)OCC)[P:41](=[O:48])([O:45][CH2:46][CH3:47])[O:42][CH2:43][CH3:44].CN(C)C=O.[H-].[Na+]. The catalyst is O. The product is [C:31]([C:30]1[CH:29]=[C:28]([C:24]2[O:25][C:26]([CH3:27])=[C:22]([CH2:21][O:20][C:19]3[CH:36]=[CH:37][C:16]([CH2:15][O:14][C:4]4[C:3](/[CH:1]=[CH:40]/[P:41](=[O:48])([O:45][CH2:46][CH3:47])[O:42][CH2:43][CH3:44])=[CH:7][N:6]([C:8]5[CH:13]=[CH:12][CH:11]=[CH:10][CH:9]=5)[N:5]=4)=[CH:17][C:18]=3[O:38][CH3:39])[N:23]=2)[CH:35]=[CH:34][CH:33]=1)#[N:32]. The yield is 0.700. (8) The reactants are C(O[C:4]([C:6]1[N:7]=[CH:8][C:9]([F:15])=[C:10]2[CH:14]=[CH:13][NH:12][C:11]=12)=[O:5])C.[OH-].[K+].[C:18]([C:22]1[CH:42]=[CH:41][C:25]([CH2:26][NH:27][CH2:28][CH2:29][C:30]2[CH:35]=[CH:34][C:33]([Cl:36])=[C:32]([C:37]([F:40])([F:39])[F:38])[CH:31]=2)=[CH:24][CH:23]=1)([CH3:21])([CH3:20])[CH3:19].CN1CCOCC1.CN(C(ON1N=NC2C=CC=CC1=2)=[N+](C)C)C.F[P-](F)(F)(F)(F)F. The catalyst is C1COCC1. The product is [C:18]([C:22]1[CH:42]=[CH:41][C:25]([CH2:26][N:27]([CH2:28][CH2:29][C:30]2[CH:35]=[CH:34][C:33]([Cl:36])=[C:32]([C:37]([F:39])([F:40])[F:38])[CH:31]=2)[C:4]([C:6]2[N:7]=[CH:8][C:9]([F:15])=[C:10]3[CH:14]=[CH:13][NH:12][C:11]=23)=[O:5])=[CH:24][CH:23]=1)([CH3:21])([CH3:19])[CH3:20]. The yield is 0.740.